The task is: Predict the reaction yield, written as a fraction of the theoretical maximum amount of product (1.0 means a 100% yield; for example, 0.34 means a 34% yield).. This data is from Reaction yield outcomes from USPTO patents with 853,638 reactions. (1) The reactants are [NH2:1][CH2:2][CH2:3][CH2:4][OH:5].[N:6]1[CH:11]=[CH:10][N:9]=[CH:8][C:7]=1[C:12](O)=[O:13].CCN(C(C)C)C(C)C.C1C=CC2N(O)N=NC=2C=1.CCN=C=NCCCN(C)C.Cl. The catalyst is C(Cl)Cl.[Cl-].[Na+].O. The product is [OH:5][CH2:4][CH2:3][CH2:2][NH:1][C:12]([C:7]1[CH:8]=[N:9][CH:10]=[CH:11][N:6]=1)=[O:13]. The yield is 0.680. (2) The reactants are [C:1]([O:5][C:6]([N:8]1[CH2:13][CH2:12][CH:11]([C:14]([C:16]2[S:17][CH:18]=[CH:19][C:20]=2[Br:21])=O)[CH2:10][CH2:9]1)=[O:7])([CH3:4])([CH3:3])[CH3:2].Cl.[NH2:23][OH:24].N1C=CC=CC=1. The catalyst is O. The product is [C:1]([O:5][C:6]([N:8]1[CH2:13][CH2:12][CH:11]([C:14]([C:16]2[S:17][CH:18]=[CH:19][C:20]=2[Br:21])=[N:23][OH:24])[CH2:10][CH2:9]1)=[O:7])([CH3:4])([CH3:3])[CH3:2]. The yield is 0.580.